This data is from Full USPTO retrosynthesis dataset with 1.9M reactions from patents (1976-2016). The task is: Predict the reactants needed to synthesize the given product. (1) Given the product [OH2:2].[N+:1]([C:4]1[CH:5]=[CH:6][C:7]([N:10]2[CH2:11][CH2:12][N:13]([CH:16]([C:21]3[CH:22]=[CH:23][CH:24]=[CH:25][CH:26]=3)[C:17]([OH:19])=[O:18])[CH2:14][CH2:15]2)=[CH:8][CH:9]=1)([O-:3])=[O:2], predict the reactants needed to synthesize it. The reactants are: [N+:1]([C:4]1[CH:9]=[CH:8][C:7]([N:10]2[CH2:15][CH2:14][N:13]([CH:16]([C:21]3[CH:26]=[CH:25][CH:24]=[CH:23][CH:22]=3)[C:17]([O:19]C)=[O:18])[CH2:12][CH2:11]2)=[CH:6][CH:5]=1)([O-:3])=[O:2].[OH-].[K+]. (2) The reactants are: Cl[C:2]1[CH:11]=[CH:10][C:5]([C:6]([O:8][CH3:9])=[O:7])=[CH:4][N:3]=1.[NH:12]1[CH2:17][CH2:16][S:15](=[O:19])(=[O:18])[CH2:14][CH2:13]1.C(=O)([O-])[O-].[Na+].[Na+].O. Given the product [CH3:9][O:8][C:6](=[O:7])[C:5]1[CH:10]=[CH:11][C:2]([N:12]2[CH2:17][CH2:16][S:15](=[O:19])(=[O:18])[CH2:14][CH2:13]2)=[N:3][CH:4]=1, predict the reactants needed to synthesize it. (3) Given the product [N+:1]([C:4]1[CH:5]=[C:6]([CH:10]=[CH:11][C:12]=1[CH3:13])[C:7]([NH2:16])=[O:8])([O-:3])=[O:2], predict the reactants needed to synthesize it. The reactants are: [N+:1]([C:4]1[CH:5]=[C:6]([CH:10]=[CH:11][C:12]=1[CH3:13])[C:7](O)=[O:8])([O-:3])=[O:2].C(N1C=CN=C1)([N:16]1C=CN=C1)=O.CN(C)C=O.O.N. (4) Given the product [C:1]([C:5]1[N:10]=[CH:9][C:8]([C:11]2[N:12]([C:32]([N:34]3[CH2:39][CH2:38][CH:37]([CH2:40][C:41]([N:48]4[CH2:49][CH2:50][C:51]5[C:56](=[CH:55][CH:54]=[CH:53][CH:52]=5)[CH2:47]4)=[O:42])[CH2:36][CH2:35]3)=[O:33])[C@@:13]([C:25]3[CH:30]=[CH:29][C:28]([Cl:31])=[CH:27][CH:26]=3)([CH3:24])[C@@:14]([C:17]3[CH:22]=[CH:21][C:20]([Cl:23])=[CH:19][CH:18]=3)([CH3:16])[N:15]=2)=[C:7]([O:44][CH2:45][CH3:46])[CH:6]=1)([CH3:2])([CH3:4])[CH3:3], predict the reactants needed to synthesize it. The reactants are: [C:1]([C:5]1[N:10]=[CH:9][C:8]([C:11]2[N:12]([C:32]([N:34]3[CH2:39][CH2:38][CH:37]([CH2:40][C:41](O)=[O:42])[CH2:36][CH2:35]3)=[O:33])[C@@:13]([C:25]3[CH:30]=[CH:29][C:28]([Cl:31])=[CH:27][CH:26]=3)([CH3:24])[C@@:14]([C:17]3[CH:22]=[CH:21][C:20]([Cl:23])=[CH:19][CH:18]=3)([CH3:16])[N:15]=2)=[C:7]([O:44][CH2:45][CH3:46])[CH:6]=1)([CH3:4])([CH3:3])[CH3:2].[CH2:47]1[C:56]2[C:51](=[CH:52][CH:53]=[CH:54][CH:55]=2)[CH2:50][CH2:49][NH:48]1. (5) Given the product [Cl:54][C:55]1[CH:56]=[C:57]([NH:62][CH2:63][C:64]([N:1]2[CH2:6][CH2:5][CH2:4][C@@H:3]([N:7]([C:14]3[C:15]4[CH:22]=[CH:21][N:20]([S:23]([C:26]5[CH:32]=[CH:31][C:29]([CH3:30])=[CH:28][CH:27]=5)(=[O:25])=[O:24])[C:16]=4[N:17]=[CH:18][N:19]=3)[CH2:8][C:9]([O:11][CH2:12][CH3:13])=[O:10])[CH2:2]2)=[O:65])[CH:58]=[C:59]([Cl:61])[CH:60]=1, predict the reactants needed to synthesize it. The reactants are: [NH:1]1[CH2:6][CH2:5][CH2:4][C@@H:3]([N:7]([C:14]2[C:15]3[CH:22]=[CH:21][N:20]([S:23]([C:26]4[CH:32]=[CH:31][C:29]([CH3:30])=[CH:28][CH:27]=4)(=[O:25])=[O:24])[C:16]=3[N:17]=[CH:18][N:19]=2)[CH2:8][C:9]([O:11][CH2:12][CH3:13])=[O:10])[CH2:2]1.CCN=C=NCCCN(C)C.C1C=CC2N(O)N=NC=2C=1.[Cl:54][C:55]1[CH:56]=[C:57]([NH:62][CH2:63][C:64](O)=[O:65])[CH:58]=[C:59]([Cl:61])[CH:60]=1.CCN(C(C)C)C(C)C. (6) Given the product [S:1]1[C:5]2[CH:6]=[CH:7][CH:8]=[CH:9][C:4]=2[N:3]=[C:2]1[CH:15]([C:16]1[CH:21]=[CH:20][CH:19]=[CH:18][CH:17]=1)[OH:22], predict the reactants needed to synthesize it. The reactants are: [S:1]1[C:5]2[CH:6]=[CH:7][CH:8]=[CH:9][C:4]=2[N:3]=[CH:2]1.C([Li])CCC.[CH:15](=[O:22])[C:16]1[CH:21]=[CH:20][CH:19]=[CH:18][CH:17]=1. (7) Given the product [N:26]([C@@H:2]([CH3:1])[C@H:3]([NH:4][C:9]([O:11][C:12]([CH3:15])([CH3:14])[CH3:13])=[O:10])[C:16]([O:18][CH2:19][C:20]1[CH:25]=[CH:24][CH:23]=[CH:22][CH:21]=1)=[O:17])=[N+:27]=[N-:28], predict the reactants needed to synthesize it. The reactants are: [CH3:1][C@H:2]1OS(=O)(=O)[N:4]([C:9]([O:11][C:12]([CH3:15])([CH3:14])[CH3:13])=[O:10])[C@@H:3]1[C:16]([O:18][CH2:19][C:20]1[CH:25]=[CH:24][CH:23]=[CH:22][CH:21]=1)=[O:17].[N-:26]=[N+:27]=[N-:28].[Na+].[Na+].[Cl-].OS(O)(=O)=O. (8) Given the product [Cl:21][C:6]1[CH:7]=[CH:8][C:9]2[CH2:10][NH:11][CH2:12][C@@H:13]([C:15]3[CH:20]=[CH:19][CH:18]=[CH:17][CH:16]=3)[O:14][C:4]=2[N:5]=1, predict the reactants needed to synthesize it. The reactants are: [H-].[Na+].Cl[C:4]1[C:9]([CH2:10][NH:11][CH2:12][C@@H:13]([C:15]2[CH:20]=[CH:19][CH:18]=[CH:17][CH:16]=2)[OH:14])=[CH:8][CH:7]=[C:6]([Cl:21])[N:5]=1. (9) Given the product [I:3][C:4]1[CH:9]=[CH:8][N:7]=[C:6]2[N:10]([CH2:30][O:29][CH2:28][CH2:27][Si:24]([CH3:26])([CH3:25])[CH3:23])[C:11]([C:13]3[CH:14]=[CH:15][C:16]([C:17]([O:19][CH3:20])=[O:18])=[CH:21][CH:22]=3)=[N:12][C:5]=12, predict the reactants needed to synthesize it. The reactants are: [H-].[Na+].[I:3][C:4]1[CH:9]=[CH:8][N:7]=[C:6]2[NH:10][C:11]([C:13]3[CH:22]=[CH:21][C:16]([C:17]([O:19][CH3:20])=[O:18])=[CH:15][CH:14]=3)=[N:12][C:5]=12.[CH3:23][Si:24]([CH2:27][CH2:28][O:29][CH2:30]Cl)([CH3:26])[CH3:25].O.